The task is: Predict the product of the given reaction.. This data is from Forward reaction prediction with 1.9M reactions from USPTO patents (1976-2016). (1) The product is: [Br:1][C:2]1[CH:7]=[N:6][C:5]2[C:8]3[C:9]([F:18])=[CH:10][C:11]([C:12]([O:14][CH3:15])=[O:13])=[CH:16][C:17]=3[NH:19][C:4]=2[CH:3]=1. Given the reactants [Br:1][C:2]1[CH:3]=[C:4]([N+:19]([O-])=O)[C:5]([C:8]2[CH:17]=[CH:16][C:11]([C:12]([O:14][CH3:15])=[O:13])=[CH:10][C:9]=2[F:18])=[N:6][CH:7]=1.CCN(CCOC1C=CC(CC2C=CC=CC=2)=CC=1)CC.Cl, predict the reaction product. (2) Given the reactants [F:1][C:2]([F:12])([F:11])[C:3]1[CH:10]=[CH:9][C:6]([C:7]#[N:8])=[CH:5][CH:4]=1.C[O-].[Na+].[Cl-:16].[NH4+:17], predict the reaction product. The product is: [ClH:16].[F:1][C:2]([F:11])([F:12])[C:3]1[CH:10]=[CH:9][C:6]([C:7]([NH2:17])=[NH:8])=[CH:5][CH:4]=1. (3) Given the reactants [C:1]([Si:5]([O:8][C:9]1[CH:14]=[CH:13][CH:12]=[CH:11][C:10]=1[F:15])([CH3:7])[CH3:6])([CH3:4])([CH3:3])[CH3:2].C([Li])(CC)C.[CH:21]1([CH2:24][C:25](N(OC)C)=[O:26])[CH2:23][CH2:22]1, predict the reaction product. The product is: [Si:5]([O:8][C:9]1[C:10]([F:15])=[C:11]([C:25](=[O:26])[CH2:24][CH:21]2[CH2:23][CH2:22]2)[CH:12]=[CH:13][CH:14]=1)([C:1]([CH3:4])([CH3:2])[CH3:3])([CH3:7])[CH3:6]. (4) Given the reactants [CH3:1][O:2][C:3]1[N:4]=[C:5]([CH3:11])[S:6][C:7]=1[C:8]([OH:10])=O.O1CCCC1.C(Cl)(=O)C(Cl)=O.[NH2:23][C:24]1[CH:25]=[C:26]([CH:43]=[CH:44][C:45]=1[CH3:46])[O:27][C:28]1[CH:29]=[CH:30][C:31]2[N:32]([CH:34]=[C:35]([NH:37][C:38]([CH:40]3[CH2:42][CH2:41]3)=[O:39])[N:36]=2)[N:33]=1, predict the reaction product. The product is: [CH:40]1([C:38]([NH:37][C:35]2[N:36]=[C:31]3[CH:30]=[CH:29][C:28]([O:27][C:26]4[CH:43]=[CH:44][C:45]([CH3:46])=[C:24]([NH:23][C:8]([C:7]5[S:6][C:5]([CH3:11])=[N:4][C:3]=5[O:2][CH3:1])=[O:10])[CH:25]=4)=[N:33][N:32]3[CH:34]=2)=[O:39])[CH2:41][CH2:42]1.